From a dataset of Reaction yield outcomes from USPTO patents with 853,638 reactions. Predict the reaction yield, written as a fraction of the theoretical maximum amount of product (1.0 means a 100% yield; for example, 0.34 means a 34% yield). (1) The reactants are [SH:1][C:2]1[CH:7]=[CH:6][C:5]([CH2:8][OH:9])=[CH:4][CH:3]=1.Br[C:11]1[CH:12]=[N:13][CH:14]=[C:15]([CH:18]=1)[C:16]#[N:17]. No catalyst specified. The product is [OH:9][CH2:8][C:5]1[CH:6]=[CH:7][C:2]([S:1][C:11]2[CH:12]=[N:13][CH:14]=[C:15]([CH:18]=2)[C:16]#[N:17])=[CH:3][CH:4]=1. The yield is 0.500. (2) The reactants are Cl[C:2]1[N:7]=[C:6]([C:8]2[CH:13]=[CH:12][CH:11]=[CH:10][CH:9]=2)[N:5]=[C:4]([C:14]([NH:16][C:17]2[CH:22]=[CH:21][CH:20]=[CH:19][C:18]=2[C:23]2[S:24][C:25]3[C:30]([N:31]=2)=[CH:29][CH:28]=[CH:27][N:26]=3)=[O:15])[CH:3]=1.Cl.[CH3:33][O:34][C:35](=[O:38])[CH2:36][NH2:37].CCN(C(C)C)C(C)C. The catalyst is CS(C)=O. The product is [C:8]1([C:6]2[N:7]=[C:2]([NH:37][CH2:36][C:35]([O:34][CH3:33])=[O:38])[CH:3]=[C:4]([C:14](=[O:15])[NH:16][C:17]3[CH:22]=[CH:21][CH:20]=[CH:19][C:18]=3[C:23]3[S:24][C:25]4[C:30]([N:31]=3)=[CH:29][CH:28]=[CH:27][N:26]=4)[N:5]=2)[CH:13]=[CH:12][CH:11]=[CH:10][CH:9]=1. The yield is 0.780. (3) The reactants are [F:1][C:2]1[CH:3]=[C:4]([C:30]2[C:31]([C:36]#[N:37])=[CH:32][CH:33]=[CH:34][CH:35]=2)[CH:5]=[CH:6][C:7]=1[CH2:8][C:9]1[C:10](=[O:29])[N:11]([C@H:22]2[CH2:27][CH2:26][C@H:25]([OH:28])[CH2:24][CH2:23]2)[C:12]2[N:13]([N:18]=[C:19]([CH3:21])[N:20]=2)[C:14]=1[CH2:15][CH2:16][CH3:17].C(O[C:41](=O)[CH:42](C)[CH2:43][N+:44]#N)C.[OH-:48].[Na+].Cl. The catalyst is O1CCCC1.CO.C([O-])(=O)C.[Rh+].C1(C)C=CC=CC=1. The product is [C:36]([C:31]1[CH:32]=[CH:33][CH:34]=[CH:35][C:30]=1[C:4]1[CH:5]=[CH:6][C:7]([CH2:8][C:9]2[C:10](=[O:29])[N:11]([C@H:22]3[CH2:23][CH2:24][C@H:25]([O:28][CH:42]([CH3:41])[C:43]([NH2:44])=[O:48])[CH2:26][CH2:27]3)[C:12]3[N:13]([N:18]=[C:19]([CH3:21])[N:20]=3)[C:14]=2[CH2:15][CH2:16][CH3:17])=[C:2]([F:1])[CH:3]=1)#[N:37]. The yield is 0.650. (4) The reactants are [Cl:1][C:2]1[CH:3]=[C:4]([O:11][CH3:12])[C:5]([C:8]([OH:10])=[O:9])=[N:6][CH:7]=1.S(=O)(=O)(O)O.[CH3:18]O. No catalyst specified. The product is [Cl:1][C:2]1[CH:3]=[C:4]([O:11][CH3:12])[C:5]([C:8]([O:10][CH3:18])=[O:9])=[N:6][CH:7]=1. The yield is 0.670.